The task is: Predict the reactants needed to synthesize the given product.. This data is from Retrosynthesis with 50K atom-mapped reactions and 10 reaction types from USPTO. (1) Given the product CCN(Cc1cc(Br)ccc1O)c1ccc(C#N)nn1, predict the reactants needed to synthesize it. The reactants are: CCN(Cc1cc(Br)ccc1O)c1ccc(C(N)=O)nn1. (2) Given the product CCCCN(CC(=O)OC(C)(C)C)[C@H]1CC[C@H](NC(=O)c2cc3cc(C(=N)NC(=O)OCc4ccccc4)ccc3o2)CC1, predict the reactants needed to synthesize it. The reactants are: CCCCN(CC(=O)OC(C)(C)C)[C@H]1CC[C@H](N)CC1.N=C(NC(=O)OCc1ccccc1)c1ccc2oc(C(=O)O)cc2c1.